From a dataset of Full USPTO retrosynthesis dataset with 1.9M reactions from patents (1976-2016). Predict the reactants needed to synthesize the given product. (1) Given the product [CH2:21]([N:22]1[C:23](=[O:56])[C@H:24]([CH2:36][C:37](=[O:55])[N:2]2[CH2:3][CH2:4][CH:5]([C:8]3[C:9](=[O:18])[NH:10][C:11]4[C:16]([CH:17]=3)=[CH:15][CH:14]=[CH:13][CH:12]=4)[CH2:6][CH2:7]2)[CH2:25][C:26]2[CH:34]=[CH:33][C:32]3[NH:31][N:30]=[CH:29][C:28]=3[C:27]=2[CH2:35]1)[C:20]([CH3:58])([CH3:57])[CH3:19], predict the reactants needed to synthesize it. The reactants are: Cl.[NH:2]1[CH2:7][CH2:6][CH:5]([C:8]2[C:9](=[O:18])[NH:10][C:11]3[C:16]([CH:17]=2)=[CH:15][CH:14]=[CH:13][CH:12]=3)[CH2:4][CH2:3]1.[CH3:19][C:20]([CH3:58])([CH3:57])[CH2:21][N:22]1[CH2:35][C:27]2[C:28]3[CH:29]=[N:30][NH:31][C:32]=3[CH:33]=[CH:34][C:26]=2[CH2:25][C@H:24]([CH2:36][C:37](=[O:55])N2CCC(N3CC4C(=CC=CC=4)NC3=O)CC2)[C:23]1=[O:56]. (2) Given the product [F:14][C:15]1[CH:16]=[C:17]([C:18](=[NH:13])[NH2:19])[CH:20]=[CH:21][C:22]=1[F:23], predict the reactants needed to synthesize it. The reactants are: C[Al](C)C.C1(C)C=CC=CC=1.[Cl-].[NH4+:13].[F:14][C:15]1[CH:16]=[C:17]([CH:20]=[CH:21][C:22]=1[F:23])[C:18]#[N:19]. (3) The reactants are: Br[C:2]1[S:3][CH:4]=[CH:5][C:6]=1[CH2:7][CH2:8][CH2:9][CH2:10][CH2:11][CH2:12][CH2:13][CH3:14].[Mg].Br[C:17]1[S:21][C:20]([C:22]2[CH:27]=[C:26]([O:28][CH2:29][CH2:30][CH2:31][CH2:32][CH2:33][CH2:34][CH2:35][CH3:36])[C:25]([C:37]3[S:38][C:39](Br)=[CH:40][CH:41]=3)=[CH:24][C:23]=2[O:43][CH2:44][CH2:45][CH2:46][CH2:47][CH2:48][CH2:49][CH2:50][CH3:51])=[CH:19][CH:18]=1. Given the product [CH2:7]([C:6]1[CH:5]=[CH:4][S:3][C:2]=1[C:17]1[S:21][C:20]([C:22]2[CH:27]=[C:26]([O:28][CH2:29][CH2:30][CH2:31][CH2:32][CH2:33][CH2:34][CH2:35][CH3:36])[C:25]([C:37]3[S:38][C:39]([C:2]4[S:3][CH:4]=[CH:5][C:6]=4[CH2:7][CH2:8][CH2:9][CH2:10][CH2:11][CH2:12][CH2:13][CH3:14])=[CH:40][CH:41]=3)=[CH:24][C:23]=2[O:43][CH2:44][CH2:45][CH2:46][CH2:47][CH2:48][CH2:49][CH2:50][CH3:51])=[CH:19][CH:18]=1)[CH2:8][CH2:9][CH2:10][CH2:11][CH2:12][CH2:13][CH3:14], predict the reactants needed to synthesize it.